Predict the product of the given reaction. From a dataset of Forward reaction prediction with 1.9M reactions from USPTO patents (1976-2016). (1) Given the reactants [NH2:1][C:2]([NH:4][C:5]1[C:6]([C:18]([NH2:20])=[O:19])=[N:7][N:8]([C:10]2[CH:15]=[CH:14][C:13](Br)=[C:12]([F:17])[CH:11]=2)[CH:9]=1)=[O:3].[OH:21][C:22]1[CH:23]=[C:24](B(O)O)[CH:25]=[CH:26][CH:27]=1.C([O-])([O-])=O.[Cs+].[Cs+].N#N, predict the reaction product. The product is: [NH2:1][C:2]([NH:4][C:5]1[C:6]([C:18]([NH2:20])=[O:19])=[N:7][N:8]([C:10]2[CH:15]=[CH:14][C:13]([C:26]3[CH:25]=[CH:24][CH:23]=[C:22]([OH:21])[CH:27]=3)=[C:12]([F:17])[CH:11]=2)[CH:9]=1)=[O:3]. (2) Given the reactants [C:1]([O:6][CH2:7][C:8]1[O:12][CH:11]=[CH:10][CH:9]=1)(=[O:5])[C:2]([CH3:4])=[CH2:3].[CH2:13]([O:15][Si:16]([O:30][CH2:31][CH3:32])([O:27][CH2:28][CH3:29])[CH2:17][CH2:18][CH2:19][N:20]1[C:24](=[O:25])[CH:23]=[CH:22][C:21]1=[O:26])[CH3:14], predict the reaction product. The product is: [O:26]=[C:21]1[N:20]([CH2:19][CH2:18][CH2:17][Si:16]([O:30][CH2:31][CH3:32])([O:27][CH2:28][CH3:29])[O:15][CH2:13][CH3:14])[C:24](=[O:25])[CH:23]2[CH:22]1[C:8]1([CH2:7][O:6][C:1](=[O:5])[C:2]([CH3:4])=[CH2:3])[O:12][CH:11]2[CH:10]=[CH:9]1. (3) Given the reactants [CH2:1]([N:8]1[C:16]2[CH:15]=[C:14]([NH:17]C(=O)C)[N:13]=[CH:12][C:11]=2[N:10]=[C:9]1[C:21]1[CH:26]=[C:25]([CH3:27])[C:24](=[O:28])[N:23]([CH3:29])[CH:22]=1)[C:2]1[CH:7]=[CH:6][CH:5]=[CH:4][CH:3]=1, predict the reaction product. The product is: [NH2:17][C:14]1[N:13]=[CH:12][C:11]2[N:10]=[C:9]([C:21]3[CH:26]=[C:25]([CH3:27])[C:24](=[O:28])[N:23]([CH3:29])[CH:22]=3)[N:8]([CH2:1][C:2]3[CH:7]=[CH:6][CH:5]=[CH:4][CH:3]=3)[C:16]=2[CH:15]=1. (4) The product is: [CH3:1][O:2][C:3]1[CH:21]=[C:20]([C:22]([F:25])([F:23])[F:24])[CH:19]=[C:18]([S:26][CH3:27])[C:4]=1[C:5]([NH:7][CH:8]1[C:9](=[O:10])[CH2:14][CH2:15][O:16][CH2:17]1)=[O:6]. Given the reactants [CH3:1][O:2][C:3]1[CH:21]=[C:20]([C:22]([F:25])([F:24])[F:23])[CH:19]=[C:18]([S:26][CH3:27])[C:4]=1[C:5]([NH:7][CH:8]1[CH2:17][O:16][CH2:15][CH2:14][C:9]21OCC[O:10]2)=[O:6].Cl, predict the reaction product. (5) Given the reactants [C:1]([OH:13])(=[O:12])[CH2:2][C:3]([CH2:8][C:9]([OH:11])=[O:10])([C:5]([OH:7])=[O:6])[OH:4], predict the reaction product. The product is: [OH2:4].[C:1]([OH:13])(=[O:12])[CH2:2][C:3]([CH2:8][C:9]([OH:11])=[O:10])([C:5]([OH:7])=[O:6])[OH:4]. (6) Given the reactants [CH3:1][O:2][C:3]1[N:8]=[C:7]2[S:9][C:10]3[CH2:15][CH2:14][CH2:13][CH2:12][C:11]=3[C:6]2=[C:5]([C:16]2[CH:21]=[CH:20][C:19]([CH3:22])=[CH:18][CH:17]=2)[C:4]=1[CH2:23][C:24]([OH:26])=[O:25].S(=O)(=O)(O)O.[CH3:32]O, predict the reaction product. The product is: [CH3:1][O:2][C:3]1[N:8]=[C:7]2[S:9][C:10]3[CH2:15][CH2:14][CH2:13][CH2:12][C:11]=3[C:6]2=[C:5]([C:16]2[CH:17]=[CH:18][C:19]([CH3:22])=[CH:20][CH:21]=2)[C:4]=1[CH2:23][C:24]([O:26][CH3:32])=[O:25].